From a dataset of Reaction yield outcomes from USPTO patents with 853,638 reactions. Predict the reaction yield, written as a fraction of the theoretical maximum amount of product (1.0 means a 100% yield; for example, 0.34 means a 34% yield). (1) The yield is 0.760. The product is [Cl:9][C:10]1[C:17]([CH3:1])=[C:16]([F:18])[CH:15]=[CH:14][C:11]=1[C:12]#[N:13]. The reactants are [CH:1]([N-]C(C)C)(C)C.[Li+].[Cl:9][C:10]1[CH:17]=[C:16]([F:18])[CH:15]=[CH:14][C:11]=1[C:12]#[N:13].IC.CCCCCC.CCOC(C)=O. The catalyst is C1COCC1.C(OCC)C. (2) The reactants are [OH:1][C:2]1[CH:12]=[CH:11][C:5]([C:6]([O:8][CH2:9]C)=[O:7])=[CH:4][CH:3]=1.[O:13]1[CH2:18][CH2:17][CH:16](O)[CH2:15][CH2:14]1.C1C=CC(P(C2C=CC=CC=2)C2C=CC=CC=2)=CC=1.CCOC(/N=N/C(OCC)=O)=O. The catalyst is C1COCC1.O. The product is [O:13]1[CH2:18][CH2:17][CH:16]([O:1][C:2]2[CH:12]=[CH:11][C:5]([C:6]([O:8][CH3:9])=[O:7])=[CH:4][CH:3]=2)[CH2:15][CH2:14]1. The yield is 0.450. (3) The reactants are [F:1][C:2]1[C:3]([Sn](CCCC)(CCCC)CCCC)=[N:4][CH:5]=[CH:6][CH:7]=1.I[C:22]1[N:23]=[N:24][C:25]([CH3:28])=[CH:26][CH:27]=1. The catalyst is CN(C=O)C.C1C=CC([P]([Pd]([P](C2C=CC=CC=2)(C2C=CC=CC=2)C2C=CC=CC=2)([P](C2C=CC=CC=2)(C2C=CC=CC=2)C2C=CC=CC=2)[P](C2C=CC=CC=2)(C2C=CC=CC=2)C2C=CC=CC=2)(C2C=CC=CC=2)C2C=CC=CC=2)=CC=1. The product is [F:1][C:2]1[C:3]([C:22]2[N:23]=[N:24][C:25]([CH3:28])=[CH:26][CH:27]=2)=[N:4][CH:5]=[CH:6][CH:7]=1. The yield is 0.670. (4) The yield is 0.740. The reactants are Br[C:2]1[CH:3]=[N:4][C:5]([NH2:8])=[N:6][CH:7]=1.[Cl:9][C:10]1[CH:15]=[CH:14][C:13](B(O)O)=[C:12]([F:19])[CH:11]=1.C(=O)([O-])[O-].[Na+].[Na+]. The catalyst is FC(F)(F)C([O-])=O.[Pd+2].FC(F)(F)C([O-])=O.C1(P(C2C=CC=CC=2)C2C=CC=CC=2)C=CC=CC=1.O. The product is [Cl:9][C:10]1[CH:15]=[CH:14][C:13]([C:2]2[CH:3]=[N:4][C:5]([NH2:8])=[N:6][CH:7]=2)=[C:12]([F:19])[CH:11]=1. (5) The reactants are [F:1][C:2]1[CH:7]=[CH:6][C:5]([C:8]2[C:9]3[N:16]=[CH:15][N:14]([CH:17]([CH3:19])[CH3:18])[C:10]=3[N:11]=[N:12][CH:13]=2)=[CH:4][CH:3]=1.[Br:20]N1C(C)(C)C(=O)N(Br)C1=O.S([O-])([O-])(=O)=S.[Na+].[Na+].C(=O)([O-])[O-].[K+].[K+]. The catalyst is S(=O)(=O)(O)O. The product is [Br:20][C:3]1[CH:4]=[C:5]([C:8]2[C:9]3[N:16]=[CH:15][N:14]([CH:17]([CH3:19])[CH3:18])[C:10]=3[N:11]=[N:12][CH:13]=2)[CH:6]=[CH:7][C:2]=1[F:1]. The yield is 0.550. (6) The reactants are Cl.C(OC([NH:9][CH2:10][CH2:11][NH:12][C:13]1[CH:14]=[C:15]([C:19]2[CH:24]=[CH:23][CH:22]=[C:21]([C:25]([O:27][CH3:28])=[O:26])[CH:20]=2)[CH:16]=[CH:17][CH:18]=1)=O)(C)(C)C. The catalyst is C(OCC)(=O)C. The product is [CH3:28][O:27][C:25]([C:21]1[CH:20]=[C:19]([C:15]2[CH:16]=[CH:17][CH:18]=[C:13]([NH:12][CH2:11][CH2:10][NH2:9])[CH:14]=2)[CH:24]=[CH:23][CH:22]=1)=[O:26]. The yield is 0.860. (7) The reactants are [OH:1][CH:2]1[CH2:5][N:4]([C:6]2[CH:7]=[C:8]([CH:13]=[CH:14][CH:15]=2)[C:9]([O:11][CH3:12])=[O:10])[CH2:3]1.CC(OI1(OC(C)=O)(OC(C)=O)OC(=O)C2C=CC=CC1=2)=O. The catalyst is C(Cl)Cl. The product is [O:1]=[C:2]1[CH2:5][N:4]([C:6]2[CH:7]=[C:8]([CH:13]=[CH:14][CH:15]=2)[C:9]([O:11][CH3:12])=[O:10])[CH2:3]1. The yield is 0.750.